This data is from NCI-60 drug combinations with 297,098 pairs across 59 cell lines. The task is: Regression. Given two drug SMILES strings and cell line genomic features, predict the synergy score measuring deviation from expected non-interaction effect. (1) Drug 1: CN(C)N=NC1=C(NC=N1)C(=O)N. Drug 2: C(CC(=O)O)C(=O)CN.Cl. Cell line: LOX IMVI. Synergy scores: CSS=53.3, Synergy_ZIP=-2.37, Synergy_Bliss=-2.52, Synergy_Loewe=-0.183, Synergy_HSA=2.29. (2) Synergy scores: CSS=8.38, Synergy_ZIP=-3.92, Synergy_Bliss=1.62, Synergy_Loewe=-25.4, Synergy_HSA=0.148. Drug 1: CN1CCC(CC1)COC2=C(C=C3C(=C2)N=CN=C3NC4=C(C=C(C=C4)Br)F)OC. Cell line: TK-10. Drug 2: COC1=NC(=NC2=C1N=CN2C3C(C(C(O3)CO)O)O)N. (3) Drug 1: CS(=O)(=O)CCNCC1=CC=C(O1)C2=CC3=C(C=C2)N=CN=C3NC4=CC(=C(C=C4)OCC5=CC(=CC=C5)F)Cl. Drug 2: C1CN(CCN1C(=O)CCBr)C(=O)CCBr. Cell line: RPMI-8226. Synergy scores: CSS=21.9, Synergy_ZIP=-6.74, Synergy_Bliss=0.129, Synergy_Loewe=5.12, Synergy_HSA=3.58. (4) Drug 1: CC1=C(C(CCC1)(C)C)C=CC(=CC=CC(=CC(=O)O)C)C. Cell line: BT-549. Drug 2: CCN(CC)CCNC(=O)C1=C(NC(=C1C)C=C2C3=C(C=CC(=C3)F)NC2=O)C. Synergy scores: CSS=-6.06, Synergy_ZIP=3.77, Synergy_Bliss=2.87, Synergy_Loewe=-6.28, Synergy_HSA=-6.58. (5) Drug 1: CN1CCC(CC1)COC2=C(C=C3C(=C2)N=CN=C3NC4=C(C=C(C=C4)Br)F)OC. Drug 2: CC(CN1CC(=O)NC(=O)C1)N2CC(=O)NC(=O)C2. Cell line: MALME-3M. Synergy scores: CSS=18.0, Synergy_ZIP=3.53, Synergy_Bliss=6.12, Synergy_Loewe=2.94, Synergy_HSA=5.47.